The task is: Regression. Given two drug SMILES strings and cell line genomic features, predict the synergy score measuring deviation from expected non-interaction effect.. This data is from NCI-60 drug combinations with 297,098 pairs across 59 cell lines. (1) Drug 1: C1=CN(C(=O)N=C1N)C2C(C(C(O2)CO)O)O.Cl. Drug 2: C1=NC(=NC(=O)N1C2C(C(C(O2)CO)O)O)N. Cell line: OVCAR-5. Synergy scores: CSS=26.8, Synergy_ZIP=-14.9, Synergy_Bliss=-2.51, Synergy_Loewe=-5.39, Synergy_HSA=0.179. (2) Synergy scores: CSS=29.9, Synergy_ZIP=1.37, Synergy_Bliss=4.44, Synergy_Loewe=-31.2, Synergy_HSA=1.14. Drug 2: C(=O)(N)NO. Cell line: SF-295. Drug 1: C1CN1C2=NC(=NC(=N2)N3CC3)N4CC4. (3) Drug 1: CC(C1=C(C=CC(=C1Cl)F)Cl)OC2=C(N=CC(=C2)C3=CN(N=C3)C4CCNCC4)N. Drug 2: CCC1=CC2CC(C3=C(CN(C2)C1)C4=CC=CC=C4N3)(C5=C(C=C6C(=C5)C78CCN9C7C(C=CC9)(C(C(C8N6C)(C(=O)OC)O)OC(=O)C)CC)OC)C(=O)OC.C(C(C(=O)O)O)(C(=O)O)O. Cell line: 786-0. Synergy scores: CSS=21.5, Synergy_ZIP=1.74, Synergy_Bliss=4.48, Synergy_Loewe=-11.9, Synergy_HSA=4.91. (4) Drug 1: CN(CC1=CN=C2C(=N1)C(=NC(=N2)N)N)C3=CC=C(C=C3)C(=O)NC(CCC(=O)O)C(=O)O. Drug 2: CC1=C(C(=O)C2=C(C1=O)N3CC4C(C3(C2COC(=O)N)OC)N4)N. Cell line: U251. Synergy scores: CSS=54.7, Synergy_ZIP=-6.98, Synergy_Bliss=-9.31, Synergy_Loewe=-10.9, Synergy_HSA=-3.21. (5) Drug 1: CC(CN1CC(=O)NC(=O)C1)N2CC(=O)NC(=O)C2. Drug 2: C1=C(C(=O)NC(=O)N1)N(CCCl)CCCl. Cell line: UACC-257. Synergy scores: CSS=19.2, Synergy_ZIP=-3.20, Synergy_Bliss=5.38, Synergy_Loewe=1.15, Synergy_HSA=4.73. (6) Drug 1: C1=C(C(=O)NC(=O)N1)N(CCCl)CCCl. Drug 2: C1=NC(=NC(=O)N1C2C(C(C(O2)CO)O)O)N. Cell line: EKVX. Synergy scores: CSS=2.06, Synergy_ZIP=-3.68, Synergy_Bliss=-2.99, Synergy_Loewe=-4.84, Synergy_HSA=-4.14. (7) Drug 1: CC1=C(C=C(C=C1)NC(=O)C2=CC=C(C=C2)CN3CCN(CC3)C)NC4=NC=CC(=N4)C5=CN=CC=C5. Drug 2: CC1CCC2CC(C(=CC=CC=CC(CC(C(=O)C(C(C(=CC(C(=O)CC(OC(=O)C3CCCCN3C(=O)C(=O)C1(O2)O)C(C)CC4CCC(C(C4)OC)OCCO)C)C)O)OC)C)C)C)OC. Cell line: LOX IMVI. Synergy scores: CSS=-6.55, Synergy_ZIP=0.831, Synergy_Bliss=-2.85, Synergy_Loewe=-3.91, Synergy_HSA=-6.62. (8) Drug 1: CC12CCC(CC1=CCC3C2CCC4(C3CC=C4C5=CN=CC=C5)C)O. Drug 2: COC1=NC(=NC2=C1N=CN2C3C(C(C(O3)CO)O)O)N. Cell line: SF-268. Synergy scores: CSS=-1.85, Synergy_ZIP=7.15, Synergy_Bliss=4.20, Synergy_Loewe=-2.23, Synergy_HSA=0.298. (9) Drug 1: CC(C)(C1=NC(=CC=C1)N2C3=NC(=NC=C3C(=O)N2CC=C)NC4=CC=C(C=C4)N5CCN(CC5)C)O. Drug 2: CC1=C(C(=CC=C1)Cl)NC(=O)C2=CN=C(S2)NC3=CC(=NC(=N3)C)N4CCN(CC4)CCO. Cell line: UACC62. Synergy scores: CSS=41.8, Synergy_ZIP=8.86, Synergy_Bliss=11.2, Synergy_Loewe=11.2, Synergy_HSA=12.4.